This data is from Rat liver microsome stability data. The task is: Regression/Classification. Given a drug SMILES string, predict its absorption, distribution, metabolism, or excretion properties. Task type varies by dataset: regression for continuous measurements (e.g., permeability, clearance, half-life) or binary classification for categorical outcomes (e.g., BBB penetration, CYP inhibition). Dataset: rlm. (1) The drug is CN(C)CC1(c2ccc(Cl)c(Cl)c2)CCCC1. The result is 1 (stable in rat liver microsomes). (2) The molecule is CC(C)(C)c1ccc(C(=O)Nc2ccc(C#N)cc2)cc1. The result is 1 (stable in rat liver microsomes). (3) The compound is CC(=O)c1cc(C(=O)NOC(CO)CO)c(Nc2ccc(I)cc2F)n1C. The result is 1 (stable in rat liver microsomes). (4) The drug is COc1ccc(C(=O)N2CCN(c3ccccn3)CC2)cc1C#Cc1ccccn1. The result is 1 (stable in rat liver microsomes).